This data is from Full USPTO retrosynthesis dataset with 1.9M reactions from patents (1976-2016). The task is: Predict the reactants needed to synthesize the given product. (1) Given the product [CH3:1][O:2][C:3]1[C:4]([C:12]2[S:13][C:14]([CH3:17])=[N:15][N:16]=2)=[CH:5][CH:6]=[CH:7][C:8]=1[NH2:9], predict the reactants needed to synthesize it. The reactants are: [CH3:1][O:2][C:3]1[C:8]([N+:9]([O-])=O)=[CH:7][CH:6]=[CH:5][C:4]=1[C:12]1[S:13][C:14]([CH3:17])=[N:15][N:16]=1. (2) Given the product [CH3:1][O:2][C:3]1[C:7]([CH2:8][NH2:9])=[CH:6][N:5]([C:11]2[CH:16]=[CH:15][C:14]([C:17]([F:20])([F:18])[F:19])=[CH:13][CH:12]=2)[N:4]=1, predict the reactants needed to synthesize it. The reactants are: [CH3:1][O:2][C:3]1[C:7](/[CH:8]=[N:9]/O)=[CH:6][N:5]([C:11]2[CH:16]=[CH:15][C:14]([C:17]([F:20])([F:19])[F:18])=[CH:13][CH:12]=2)[N:4]=1. (3) Given the product [Cl:3][C:4]1[CH:21]=[CH:20][C:7]([CH2:8][N:9]2[C:10]3[CH:14]=[CH:13][NH:12][C:11]=3[C:15](=[O:16])[NH:37][C:38]2=[S:39])=[C:6]([CH:22]([O:23][CH2:24][CH3:25])[O:26][CH2:27][CH3:28])[CH:5]=1, predict the reactants needed to synthesize it. The reactants are: CO.[Cl:3][C:4]1[CH:21]=[CH:20][C:7]([CH2:8][NH:9][C:10]2[CH:14]=[CH:13][NH:12][C:11]=2[C:15](OCC)=[O:16])=[C:6]([CH:22]([O:26][CH2:27][CH3:28])[O:23][CH2:24][CH3:25])[CH:5]=1.C([N:37]=[C:38]=[S:39])(=O)C1C=CC=CC=1.C([O-])([O-])=O.[Cs+].[Cs+]. (4) Given the product [CH2:1]([O:8][CH2:9][CH2:10][O:11][C:12]1[CH:20]=[C:19]2[C:15]([C:16]([NH:21][C:27](=[O:28])[C:26]3[CH:30]=[CH:31][C:23]([Br:22])=[CH:24][CH:25]=3)=[N:17][NH:18]2)=[CH:14][CH:13]=1)[C:2]1[CH:3]=[CH:4][CH:5]=[CH:6][CH:7]=1, predict the reactants needed to synthesize it. The reactants are: [CH2:1]([O:8][CH2:9][CH2:10][O:11][C:12]1[CH:20]=[C:19]2[C:15]([C:16]([NH2:21])=[N:17][NH:18]2)=[CH:14][CH:13]=1)[C:2]1[CH:7]=[CH:6][CH:5]=[CH:4][CH:3]=1.[Br:22][C:23]1[CH:31]=[CH:30][C:26]([C:27](Cl)=[O:28])=[CH:25][CH:24]=1. (5) Given the product [I:1][C:2]1[CH:3]=[CH:4][C:5]2[N:6]([C:8]([CH3:16])=[C:9]([C:11]([OH:13])=[O:12])[N:10]=2)[CH:7]=1, predict the reactants needed to synthesize it. The reactants are: [I:1][C:2]1[CH:3]=[CH:4][C:5]2[N:6]([C:8]([CH3:16])=[C:9]([C:11]([O:13]CC)=[O:12])[N:10]=2)[CH:7]=1.[OH-].[Li+].